This data is from Peptide-MHC class I binding affinity with 185,985 pairs from IEDB/IMGT. The task is: Regression. Given a peptide amino acid sequence and an MHC pseudo amino acid sequence, predict their binding affinity value. This is MHC class I binding data. (1) The peptide sequence is MGCLGNQLL. The MHC is Mamu-B08 with pseudo-sequence Mamu-B08. The binding affinity (normalized) is 0.112. (2) The peptide sequence is FPLKLRGTAV. The MHC is HLA-B53:01 with pseudo-sequence HLA-B53:01. The binding affinity (normalized) is 0.223. (3) The peptide sequence is SFVTDLEKY. The MHC is HLA-A25:01 with pseudo-sequence HLA-A25:01. The binding affinity (normalized) is 0.0847.